From a dataset of Full USPTO retrosynthesis dataset with 1.9M reactions from patents (1976-2016). Predict the reactants needed to synthesize the given product. (1) Given the product [CH2:13]([N:20]1[CH2:25][CH2:24][CH:23]([NH:26][C:2]2[CH:7]=[CH:6][CH:5]=[C:4]([CH:8]3[O:12][CH2:11][CH2:10][O:9]3)[CH:3]=2)[CH2:22][CH2:21]1)[C:14]1[CH:15]=[CH:16][CH:17]=[CH:18][CH:19]=1, predict the reactants needed to synthesize it. The reactants are: Br[C:2]1[CH:3]=[C:4]([CH:8]2[O:12][CH2:11][CH2:10][O:9]2)[CH:5]=[CH:6][CH:7]=1.[CH2:13]([N:20]1[CH2:25][CH2:24][CH:23]([NH2:26])[CH2:22][CH2:21]1)[C:14]1[CH:19]=[CH:18][CH:17]=[CH:16][CH:15]=1.C1C=CC(P(C2C(C3C(P(C4C=CC=CC=4)C4C=CC=CC=4)=CC=C4C=3C=CC=C4)=C3C(C=CC=C3)=CC=2)C2C=CC=CC=2)=CC=1.CC(C)([O-])C.[Na+]. (2) Given the product [O:9]1[C@H:21]2[CH2:20][C@@H:19]3[C@@H:29]([C@@:27]4([CH3:28])[CH2:26][CH2:25][C:24](=[O:32])[C:23]([CH3:34])([CH3:33])[C@:22]124)[CH2:30][CH2:31][C@@:14]1([CH3:15])[C@H:16]3[CH2:17][CH2:18][C@@H:13]1[OH:12], predict the reactants needed to synthesize it. The reactants are: C1C=C(Cl)C=C(C(OO)=[O:9])C=1.[OH:12][C@H:13]1[CH2:18][CH2:17][C@H:16]2[C@H:19]3[C@H:29]([CH2:30][CH2:31][C@:14]12[CH3:15])[C@:27]1([CH3:28])[C:22]([C:23]([CH3:34])([CH3:33])[C:24](=[O:32])[CH2:25][CH2:26]1)=[CH:21][CH2:20]3.[O-]S([O-])=O.[Na+].[Na+].C([O-])(O)=O.[Na+].